Dataset: Catalyst prediction with 721,799 reactions and 888 catalyst types from USPTO. Task: Predict which catalyst facilitates the given reaction. (1) Reactant: [F:1][C:2]([F:29])([F:28])[C:3]1[CH:8]=[CH:7][CH:6]=[CH:5][C:4]=1[C:9]1[O:13][C:12]([C:14]23[CH2:21][CH2:20][C:17]([CH2:22][CH2:23][CH2:24][C:25](=[O:27])[CH3:26])([CH2:18][CH2:19]2)[CH2:16][CH2:15]3)=[N:11][N:10]=1.[BH4-].[Na+].C(OCC)(=O)C.O. Product: [F:29][C:2]([F:1])([F:28])[C:3]1[CH:8]=[CH:7][CH:6]=[CH:5][C:4]=1[C:9]1[O:13][C:12]([C:14]23[CH2:19][CH2:18][C:17]([CH2:22][CH2:23][CH2:24][CH:25]([OH:27])[CH3:26])([CH2:16][CH2:15]2)[CH2:20][CH2:21]3)=[N:11][N:10]=1. The catalyst class is: 5. (2) Reactant: C1(C)C=CC(S(O[CH2:11][F:12])(=O)=O)=CC=1.[OH:14][C:15]1[CH:16]=[CH:17][C:18]([C:21]([O:23][CH3:24])=[O:22])=[N:19][CH:20]=1.C(=O)([O-])[O-].[Cs+].[Cs+].[NH4+].[Cl-]. Product: [F:12][CH2:11][O:14][C:15]1[CH:16]=[CH:17][C:18]([C:21]([O:23][CH3:24])=[O:22])=[N:19][CH:20]=1. The catalyst class is: 31. (3) Reactant: [CH:1]1([N:4]([CH3:11])[CH2:5]/[CH:6]=[CH:7]/[C:8]([OH:10])=O)[CH2:3][CH2:2]1.CN(C(ON1N=NC2C=CC=CC1=2)=[N+](C)C)C.F[P-](F)(F)(F)(F)F.CCN(CC)CC.[CH3:43][C:44]1[S:48][C:47]([NH:49][C:50](=[O:74])[C:51]2[CH:56]=[CH:55][C:54]([O:57][C:58]3[CH:63]=[CH:62][N:61]=[C:60]4[NH:64][N:65]=[C:66]([NH:67][C@@H:68]5[CH2:73][CH2:72][CH2:71][NH:70][CH2:69]5)[C:59]=34)=[CH:53][CH:52]=2)=[N:46][CH:45]=1. Product: [CH:1]1([N:4]([CH3:11])[CH2:5]/[CH:6]=[CH:7]/[C:8]([N:70]2[CH2:71][CH2:72][CH2:73][C@@H:68]([NH:67][C:66]3[C:59]4[C:60](=[N:61][CH:62]=[CH:63][C:58]=4[O:57][C:54]4[CH:55]=[CH:56][C:51]([C:50]([NH:49][C:47]5[S:48][C:44]([CH3:43])=[CH:45][N:46]=5)=[O:74])=[CH:52][CH:53]=4)[NH:64][N:65]=3)[CH2:69]2)=[O:10])[CH2:2][CH2:3]1. The catalyst class is: 3. (4) Reactant: [F:1][CH:2]1[CH2:3][N:4]([C:14]2[C:15]([N+:20]([O-:22])=[O:21])=[N:16][CH:17]=[CH:18][CH:19]=2)[CH2:5][CH2:6]/[C:7]/1=[CH:8]/[C:9]([O:11][CH2:12][CH3:13])=[O:10].[NH3:23]. Product: [NH2:23][C:7]1([CH2:8][C:9]([O:11][CH2:12][CH3:13])=[O:10])[CH2:6][CH2:5][N:4]([C:14]2[C:15]([N+:20]([O-:22])=[O:21])=[N:16][CH:17]=[CH:18][CH:19]=2)[CH2:3][CH:2]1[F:1]. The catalyst class is: 5. (5) The catalyst class is: 4. Reactant: [F:1][C:2]([F:36])([F:35])[C:3]([N:5]([CH2:21][CH:22]1[CH2:27][CH2:26][N:25](C(OC(C)(C)C)=O)[CH2:24][CH2:23]1)[C@@H:6]1[CH2:8][C@H:7]1[C:9]1[CH:14]=[CH:13][C:12]([C:15]2[CH:16]=[N:17][N:18]([CH3:20])[CH:19]=2)=[CH:11][CH:10]=1)=[O:4].C(O)(C(F)(F)F)=O. Product: [F:35][C:2]([F:1])([F:36])[C:3]([N:5]([C@@H:6]1[CH2:8][C@H:7]1[C:9]1[CH:14]=[CH:13][C:12]([C:15]2[CH:16]=[N:17][N:18]([CH3:20])[CH:19]=2)=[CH:11][CH:10]=1)[CH2:21][CH:22]1[CH2:27][CH2:26][NH:25][CH2:24][CH2:23]1)=[O:4]. (6) Reactant: [C:1]([C:3]1[CH:8]=[CH:7][C:6]([NH:9][C@@H:10]2[CH2:15][CH2:14][CH2:13][CH2:12][C@@H:11]2[NH:16][C:17](=[O:23])[O:18][C:19]([CH3:22])([CH3:21])[CH3:20])=[CH:5][C:4]=1[NH:24][C:25]1[O:29][N:28]=[C:27]([C:30]2[CH:35]=[CH:34][CH:33]=[CH:32][CH:31]=2)[CH:26]=1)#[N:2].C([O-])([O-])=[O:37].[K+].[K+].OO. Product: [C:1]([C:3]1[CH:8]=[CH:7][C:6]([NH:9][C@@H:10]2[CH2:15][CH2:14][CH2:13][CH2:12][C@@H:11]2[NH:16][C:17](=[O:23])[O:18][C:19]([CH3:22])([CH3:21])[CH3:20])=[CH:5][C:4]=1[NH:24][C:25]1[O:29][N:28]=[C:27]([C:30]2[CH:31]=[CH:32][CH:33]=[CH:34][CH:35]=2)[CH:26]=1)(=[O:37])[NH2:2]. The catalyst class is: 16. (7) Reactant: [CH3:1][C:2]1[CH:7]=[CH:6][N:5]=[CH:4][C:3]=1[N:8]1[CH2:12][CH2:11][NH:10][C:9]1=[O:13].I[C:15]1[N:19]2[CH:20]=[CH:21][CH:22]=[CH:23][C:18]2=[N:17][CH:16]=1.N[C@@H]1CCCC[C@H]1N.P([O-])([O-])([O-])=O.[K+].[K+].[K+]. Product: [N:17]1[CH:16]=[C:15]([N:10]2[CH2:11][CH2:12][N:8]([C:3]3[CH:4]=[N:5][CH:6]=[CH:7][C:2]=3[CH3:1])[C:9]2=[O:13])[N:19]2[CH:20]=[CH:21][CH:22]=[CH:23][C:18]=12. The catalyst class is: 246.